From a dataset of Full USPTO retrosynthesis dataset with 1.9M reactions from patents (1976-2016). Predict the reactants needed to synthesize the given product. Given the product [CH2:1]([N:8]([CH2:25][CH:26]([CH3:28])[CH3:27])[C:9]1[CH:18]=[C:17]2[C:12]([CH:13]=[C:14]([C:20]([OH:22])=[O:21])[C:15](=[O:19])[O:16]2)=[CH:11][CH:10]=1)[C:2]1[CH:3]=[CH:4][CH:5]=[CH:6][CH:7]=1, predict the reactants needed to synthesize it. The reactants are: [CH2:1]([N:8]([CH2:25][CH:26]([CH3:28])[CH3:27])[C:9]1[CH:18]=[C:17]2[C:12]([CH:13]=[C:14]([C:20]([O:22]CC)=[O:21])[C:15](=[O:19])[O:16]2)=[CH:11][CH:10]=1)[C:2]1[CH:7]=[CH:6][CH:5]=[CH:4][CH:3]=1.[OH-].[Na+].S(=O)(=O)(O)[O-].[Na+].